From a dataset of Forward reaction prediction with 1.9M reactions from USPTO patents (1976-2016). Predict the product of the given reaction. (1) The product is: [F:34][C:33]([F:36])([F:35])[C:31]([OH:37])=[O:32].[F:1][C:2]1[CH:7]=[CH:6][C:5]([F:8])=[CH:4][C:3]=1[CH:9]1[C@@H:14]([NH2:15])[CH2:13][C@@H:12]([N:23]2[CH2:30][C:29]3[C:25](=[N:26][NH:27][CH:28]=3)[CH2:24]2)[CH2:11][S:10]1. Given the reactants [F:1][C:2]1[CH:7]=[CH:6][C:5]([F:8])=[CH:4][C:3]=1[CH:9]1[C@@H:14]([NH:15]C(=O)OC(C)(C)C)[CH2:13][C@@H:12]([N:23]2[CH2:30][C:29]3[C:25](=[N:26][NH:27][CH:28]=3)[CH2:24]2)[CH2:11][S:10]1.[C:31]([OH:37])([C:33]([F:36])([F:35])[F:34])=[O:32], predict the reaction product. (2) Given the reactants [CH:1]1([CH2:7][CH:8]([C:12](=O)[CH2:13][N:14]2[CH2:19][CH2:18][O:17][CH2:16][CH2:15]2)[C:9]([OH:11])=O)[CH2:6][CH2:5][CH2:4][CH2:3][CH2:2]1.C(Cl)CCl.[NH2:25][C:26]([CH2:37][N:38]([CH2:40][C:41]1[CH:46]=[CH:45][CH:44]=[CH:43][CH:42]=1)[CH3:39])([CH2:29][CH2:30][C:31]1[CH:36]=[CH:35][CH:34]=[CH:33][CH:32]=1)[C:27]#[N:28].CN1CC[O:51]CC1, predict the reaction product. The product is: [CH2:40]([N:38]([CH2:37][C:26]([NH:25][C:9](=[O:11])[CH:8]([CH2:7][CH:1]1[CH2:2][CH2:3][CH2:4][CH2:5][CH2:6]1)[CH2:12][C:13]([N:14]1[CH2:19][CH2:18][O:17][CH2:16][CH2:15]1)=[O:51])([C:27]#[N:28])[CH2:29][CH2:30][C:31]1[CH:36]=[CH:35][CH:34]=[CH:33][CH:32]=1)[CH3:39])[C:41]1[CH:42]=[CH:43][CH:44]=[CH:45][CH:46]=1. (3) Given the reactants [F:1][C:2]1[CH:3]=[C:4]([C:9]2[C:13]3[CH2:14]N(C(OC(C)(C)C)=O)C[CH2:17][C:12]=3[NH:11][N:10]=2)[CH:5]=[CH:6][C:7]=1[F:8].[O:25]1CCCC(=O)[CH2:26]1, predict the reaction product. The product is: [F:1][C:2]1[CH:3]=[C:4]([C:9]2[C:13]3[CH2:14][CH2:26][O:25][CH2:17][C:12]=3[NH:11][N:10]=2)[CH:5]=[CH:6][C:7]=1[F:8]. (4) Given the reactants [NH2:1][CH:2]([C:7]1[CH:12]=[CH:11][C:10]([F:13])=[CH:9][CH:8]=1)[CH2:3][C:4]([OH:6])=[O:5].[C:14]1(=O)[O:19][C:17](=[O:18])[C:16]2=[CH:20][CH:21]=[CH:22][CH:23]=[C:15]12.O, predict the reaction product. The product is: [O:18]=[C:17]1[C:16]2[C:15](=[CH:23][CH:22]=[CH:21][CH:20]=2)[C:14](=[O:19])[N:1]1[CH:2]([C:7]1[CH:8]=[CH:9][C:10]([F:13])=[CH:11][CH:12]=1)[CH2:3][C:4]([OH:6])=[O:5]. (5) Given the reactants C(OC([N:8]([CH2:17][CH:18]([NH:25][CH2:26][C:27]([O:29]C)=O)[CH2:19][CH2:20][N:21]([O:23][CH3:24])[CH3:22])[CH2:9][C:10]1[CH:15]=[CH:14][C:13]([F:16])=[CH:12][CH:11]=1)=O)(C)(C)C.C(O)(C(F)(F)F)=O, predict the reaction product. The product is: [F:16][C:13]1[CH:12]=[CH:11][C:10]([CH2:9][N:8]2[CH2:17][CH:18]([CH2:19][CH2:20][N:21]([O:23][CH3:24])[CH3:22])[NH:25][CH2:26][C:27]2=[O:29])=[CH:15][CH:14]=1. (6) Given the reactants [CH3:1][C:2]1[CH:7]=[C:6]([CH3:8])[N:5]=[C:4]([N:9]2[CH2:16][CH:15]3[CH:11]([CH2:12][NH:13][CH2:14]3)[CH2:10]2)[N:3]=1.CC(O)=O.[C:21]([C:23]1[CH:31]=[CH:30][CH:29]=[CH:28][C:24]=1[C:25](O)=[O:26])#[N:22], predict the reaction product. The product is: [CH3:1][C:2]1[CH:7]=[C:6]([CH3:8])[N:5]=[C:4]([N:9]2[CH2:16][CH:15]3[CH2:14][N:13]([C:25]([C:24]4[CH:28]=[CH:29][CH:30]=[CH:31][C:23]=4[C:21]#[N:22])=[O:26])[CH2:12][CH:11]3[CH2:10]2)[N:3]=1. (7) Given the reactants [C:1]([O:5][C:6](=[O:33])[CH2:7][N:8]([C:26]([O:28][C:29]([CH3:32])([CH3:31])[CH3:30])=[O:27])[C:9]1[CH:14]=[CH:13][CH:12]=[C:11]([CH2:15][NH:16][S:17]([C:20]2[CH:21]=[N:22][CH:23]=[CH:24][CH:25]=2)(=[O:19])=[O:18])[N:10]=1)([CH3:4])([CH3:3])[CH3:2].S1C=CN=C1C1C=CC(CNS(C2C=NC=CC=2)(=O)=O)=CC=1.[N:56]1[CH:61]=[CH:60][CH:59]=[CH:58][C:57]=1[C:62]1[CH:69]=[CH:68][C:65]([CH2:66]O)=[CH:64][CH:63]=1, predict the reaction product. The product is: [C:1]([O:5][C:6](=[O:33])[CH2:7][N:8]([C:26]([O:28][C:29]([CH3:32])([CH3:31])[CH3:30])=[O:27])[C:9]1[CH:14]=[CH:13][CH:12]=[C:11]([CH:15]([CH2:66][C:65]2[CH:64]=[CH:63][C:62]([C:57]3[CH:58]=[CH:59][CH:60]=[CH:61][N:56]=3)=[CH:69][CH:68]=2)[NH:16][S:17]([C:20]2[CH:21]=[N:22][CH:23]=[CH:24][CH:25]=2)(=[O:18])=[O:19])[N:10]=1)([CH3:4])([CH3:3])[CH3:2]. (8) Given the reactants C[O:2][C:3]1[CH:4]=[C:5]([C:9]#[C:10][C:11]2[N:19]([CH3:20])[C:18]3[C:17](=[O:21])[N:16]([CH2:22][C:23]#[CH:24])[C:15](=[O:25])[N:14]([CH3:26])[C:13]=3[N:12]=2)[CH:6]=[CH:7][CH:8]=1.B(Br)(Br)Br, predict the reaction product. The product is: [OH:2][C:3]1[CH:4]=[C:5]([C:9]#[C:10][C:11]2[N:19]([CH3:20])[C:18]3[C:17](=[O:21])[N:16]([CH2:22][C:23]#[CH:24])[C:15](=[O:25])[N:14]([CH3:26])[C:13]=3[N:12]=2)[CH:6]=[CH:7][CH:8]=1. (9) Given the reactants [OH-].[Na+].C[O:4][C:5]([C:7]1[S:32][C:10]2[N:11]=[CH:12][N:13]=[C:14]([NH:15][C:16]3[CH:21]=[CH:20][C:19]([F:22])=[CH:18][C:17]=3[O:23][CH:24]3[CH2:29][CH2:28][C:27]([F:31])([F:30])[CH2:26][CH2:25]3)[C:9]=2[C:8]=1[CH3:33])=[O:6], predict the reaction product. The product is: [F:31][C:27]1([F:30])[CH2:28][CH2:29][CH:24]([O:23][C:17]2[CH:18]=[C:19]([F:22])[CH:20]=[CH:21][C:16]=2[NH:15][C:14]2[C:9]3[C:8]([CH3:33])=[C:7]([C:5]([OH:6])=[O:4])[S:32][C:10]=3[N:11]=[CH:12][N:13]=2)[CH2:25][CH2:26]1.